This data is from Retrosynthesis with 50K atom-mapped reactions and 10 reaction types from USPTO. The task is: Predict the reactants needed to synthesize the given product. (1) Given the product COc1cc2[nH]c(C3CC3)cc(=O)c2cc1OC, predict the reactants needed to synthesize it. The reactants are: COc1cc(NC(=O)C2CC2)c(C(C)=O)cc1OC. (2) Given the product COC(=O)[C@@H]1CCCN1C(=O)CN, predict the reactants needed to synthesize it. The reactants are: COC(=O)[C@@H]1CCCN1C(=O)CNC(=O)OC(C)(C)C.